This data is from NCI-60 drug combinations with 297,098 pairs across 59 cell lines. The task is: Regression. Given two drug SMILES strings and cell line genomic features, predict the synergy score measuring deviation from expected non-interaction effect. Cell line: SNB-75. Synergy scores: CSS=-0.757, Synergy_ZIP=-1.19, Synergy_Bliss=-4.22, Synergy_Loewe=-5.23, Synergy_HSA=-3.39. Drug 2: C1CN(P(=O)(OC1)NCCCl)CCCl. Drug 1: CNC(=O)C1=CC=CC=C1SC2=CC3=C(C=C2)C(=NN3)C=CC4=CC=CC=N4.